From a dataset of Forward reaction prediction with 1.9M reactions from USPTO patents (1976-2016). Predict the product of the given reaction. Given the reactants [H-].[Na+].[C:3]1([C:9]2[C:17]3[C:12](=[CH:13][C:14]([C:18]([O:20][CH3:21])=[O:19])=[CH:15][CH:16]=3)[NH:11][CH:10]=2)[CH:8]=[CH:7][CH:6]=[CH:5][CH:4]=1.[CH3:22]I.O, predict the reaction product. The product is: [CH3:22][N:11]1[C:12]2[C:17](=[CH:16][CH:15]=[C:14]([C:18]([O:20][CH3:21])=[O:19])[CH:13]=2)[C:9]([C:3]2[CH:4]=[CH:5][CH:6]=[CH:7][CH:8]=2)=[CH:10]1.